This data is from Full USPTO retrosynthesis dataset with 1.9M reactions from patents (1976-2016). The task is: Predict the reactants needed to synthesize the given product. (1) The reactants are: C(O[C:4](=[O:23])[CH:5]=[C:6]([NH:8][C:9]1[CH:14]=[CH:13][CH:12]=[C:11]([O:15][CH2:16][C:17]2[CH:22]=[CH:21][CH:20]=[CH:19][CH:18]=2)[CH:10]=1)[CH3:7])C.C1C=CC(C2C=CC=CC=2)=CC=1.C1C=CC(OC2C=CC=CC=2)=CC=1. Given the product [CH2:16]([O:15][C:11]1[CH:10]=[C:9]2[C:14]([C:4]([OH:23])=[CH:5][C:6]([CH3:7])=[N:8]2)=[CH:13][CH:12]=1)[C:17]1[CH:18]=[CH:19][CH:20]=[CH:21][CH:22]=1, predict the reactants needed to synthesize it. (2) Given the product [C:22]([C:7]1[O:26][N:5]=[C:9]([NH:10][C:11]([NH:13][C:14]2[CH:15]=[CH:16][C:17]([O:31][C:30]3[CH:16]=[CH:15][C:14]([NH2:13])=[CH:19][CH:29]=3)=[CH:18][CH:19]=2)=[O:12])[CH:8]=1)([CH3:23])([CH3:24])[CH3:25], predict the reactants needed to synthesize it. The reactants are: C(C[N:5]1[C:9]([NH:10][C:11]([NH:13][C:14]2[CH:19]=[CH:18][CH:17]=[C:16](Cl)[C:15]=2Cl)=[O:12])=[CH:8][C:7]([C:22]([CH3:25])([CH3:24])[CH3:23])=N1)(O)=O.[OH-:26].[Na+].Cl.[CH3:29][CH2:30][OH:31]. (3) Given the product [C:1]([O:5][C:6]([N:8]1[CH2:13][CH2:12][N:11]([C:21]2[CH:22]=[CH:23][C:18]([C:17]([O:16][CH2:14][CH3:15])=[O:25])=[CH:19][CH:20]=2)[CH2:10][CH2:9]1)=[O:7])([CH3:4])([CH3:2])[CH3:3], predict the reactants needed to synthesize it. The reactants are: [C:1]([O:5][C:6]([N:8]1[CH2:13][CH2:12][NH:11][CH2:10][CH2:9]1)=[O:7])([CH3:4])([CH3:3])[CH3:2].[CH2:14]([O:16][C:17](=[O:25])[C:18]1[CH:23]=[CH:22][C:21](F)=[CH:20][CH:19]=1)[CH3:15].C(=O)([O-])[O-].[K+].[K+].O. (4) The reactants are: F[C:2]1(F)[CH2:7][CH2:6][N:5]([C:8]2[N:13]=[CH:12][N:11]=[C:10]([NH:14][C:15]3[CH:16]=[C:17]([CH2:21][S:22]([NH2:25])(=[O:24])=[O:23])[CH:18]=[CH:19][CH:20]=3)[N:9]=2)[CH2:4][CH2:3]1.ClC1N=CN=C(NC2C=C(CS(N)(=O)=O)C=CC=2)N=1.Cl.[CH3:47][O:48][CH2:49]C1CCCCN1. Given the product [CH3:47][O:48][CH2:49][CH:6]1[CH2:7][CH2:2][CH2:3][CH2:4][N:5]1[C:8]1[N:13]=[CH:12][N:11]=[C:10]([NH:14][C:15]2[CH:16]=[C:17]([CH2:21][S:22]([NH2:25])(=[O:24])=[O:23])[CH:18]=[CH:19][CH:20]=2)[N:9]=1, predict the reactants needed to synthesize it. (5) Given the product [Cl:50][C:51]1[CH:62]=[CH:61][C:54]2[NH:55][C:56]([C@@H:58]([NH:60][C:6](=[O:8])[C:5]3[CH:9]=[CH:10][C:11]([CH2:12][N:13]4[CH2:17][CH2:16][CH2:15][C:14]4=[O:18])=[C:3]([O:2][CH3:1])[CH:4]=3)[CH3:59])=[N:57][C:53]=2[CH:52]=1, predict the reactants needed to synthesize it. The reactants are: [CH3:1][O:2][C:3]1[CH:4]=[C:5]([CH:9]=[CH:10][C:11]=1[CH2:12][N:13]1[CH2:17][CH2:16][CH2:15][C:14]1=[O:18])[C:6]([OH:8])=O.CN(C(ON1N=NC2C=CC=CC1=2)=[N+](C)C)C.[B-](F)(F)(F)F.C(N(C(C)C)CC)(C)C.[Cl:50][C:51]1[CH:62]=[CH:61][C:54]2[NH:55][C:56]([C@@H:58]([NH2:60])[CH3:59])=[N:57][C:53]=2[CH:52]=1.ClCl. (6) Given the product [F:15][C:16]1[CH:17]=[C:18]([N:31]2[CH2:35][C@H:34]([CH2:36][N:37]3[CH:41]=[CH:40][N:39]=[N:38]3)[O:33][C:32]2=[O:42])[CH:19]=[CH:20][C:21]=1[C:2]1[C:3]([CH3:14])=[N:4][C:5]([N:8]2[CH:12]=[C:11]([CH3:13])[N:10]=[N:9]2)=[CH:6][CH:7]=1, predict the reactants needed to synthesize it. The reactants are: Br[C:2]1[C:3]([CH3:14])=[N:4][C:5]([N:8]2[CH:12]=[C:11]([CH3:13])[N:10]=[N:9]2)=[CH:6][CH:7]=1.[F:15][C:16]1[CH:17]=[C:18]([N:31]2[CH2:35][C@H:34]([CH2:36][N:37]3[CH:41]=[CH:40][N:39]=[N:38]3)[O:33][C:32]2=[O:42])[CH:19]=[CH:20][C:21]=1B1OC(C)(C)C(C)(C)O1.C(=O)([O-])[O-].[K+].[K+].